From a dataset of Catalyst prediction with 721,799 reactions and 888 catalyst types from USPTO. Predict which catalyst facilitates the given reaction. (1) Reactant: [C:1]([C:4]1[CH:9]=[CH:8][CH:7]=[CH:6][C:5]=1[NH:10][C:11](=[O:13])[CH3:12])(=[O:3])[CH3:2].[Br:14]Br. Product: [C:1]([C:4]1[CH:9]=[C:8]([Br:14])[CH:7]=[CH:6][C:5]=1[NH:10][C:11](=[O:13])[CH3:12])(=[O:3])[CH3:2]. The catalyst class is: 52. (2) Reactant: [CH3:1][O:2][C:3]1[C:8]([NH2:9])=[CH:7][CH:6]=[CH:5][N:4]=1.[Br:10]N1C(=O)CCC1=O.O. Product: [Br:10][C:5]1[N:4]=[C:3]([O:2][CH3:1])[C:8]([NH2:9])=[CH:7][CH:6]=1. The catalyst class is: 9. (3) Reactant: [CH2:1]([C:3]1[S:7][C:6]([C:8]([OH:10])=O)=[C:5]2[CH2:11][CH2:12][C:13]([CH3:16])([CH3:15])[CH2:14][C:4]=12)[CH3:2].Cl.[CH2:18]([C:20]1[CH:21]=[C:22]([CH:27]=[C:28]([CH3:30])[N:29]=1)[C:23]([NH:25][NH2:26])=[O:24])[CH3:19].CCN(C(C)C)C(C)C.CN(C(ON1N=NC2C=CC=CC1=2)=[N+](C)C)C.[B-](F)(F)(F)F. Product: [CH2:18]([C:20]1[CH:21]=[C:22]([C:23]([NH:25][NH:26][C:8]([C:6]2[S:7][C:3]([CH2:1][CH3:2])=[C:4]3[CH2:14][C:13]([CH3:16])([CH3:15])[CH2:12][CH2:11][C:5]=23)=[O:10])=[O:24])[CH:27]=[C:28]([CH3:30])[N:29]=1)[CH3:19]. The catalyst class is: 215.